The task is: Predict which catalyst facilitates the given reaction.. This data is from Catalyst prediction with 721,799 reactions and 888 catalyst types from USPTO. (1) Reactant: [C:1]([O:5][C:6]([N:8]1[CH2:11][CH:10]([NH:12][C:13]2[C:18]([N+:19]([O-])=O)=[CH:17][N:16]=[C:15]3[N:22]([S:25]([C:28]4[CH:33]=[CH:32][CH:31]=[CH:30][CH:29]=4)(=[O:27])=[O:26])[CH:23]=[CH:24][C:14]=23)[CH2:9]1)=[O:7])([CH3:4])([CH3:3])[CH3:2]. Product: [C:1]([O:5][C:6]([N:8]1[CH2:9][CH:10]([NH:12][C:13]2[C:18]([NH2:19])=[CH:17][N:16]=[C:15]3[N:22]([S:25]([C:28]4[CH:33]=[CH:32][CH:31]=[CH:30][CH:29]=4)(=[O:27])=[O:26])[CH:23]=[CH:24][C:14]=23)[CH2:11]1)=[O:7])([CH3:4])([CH3:2])[CH3:3]. The catalyst class is: 123. (2) Reactant: [NH2:1][C:2]1[CH:3]=[C:4]([NH:12][C:13]2[N:18]=[C:17]([NH:19][C:20]3[CH:29]=[CH:28][CH:27]=[CH:26][C:21]=3[C:22]([NH:24][CH3:25])=[O:23])[C:16]([Cl:30])=[CH:15][N:14]=2)[C:5]2[CH2:6][CH2:7][CH2:8][CH2:9][C:10]=2[CH:11]=1.Cl.CCN(C(C)C)C(C)C.[C:41](Cl)(=[O:44])[CH:42]=[CH2:43]. Product: [C:41]([NH:1][C:2]1[CH:3]=[C:4]([NH:12][C:13]2[N:18]=[C:17]([NH:19][C:20]3[CH:29]=[CH:28][CH:27]=[CH:26][C:21]=3[C:22]([NH:24][CH3:25])=[O:23])[C:16]([Cl:30])=[CH:15][N:14]=2)[C:5]2[CH2:6][CH2:7][CH2:8][CH2:9][C:10]=2[CH:11]=1)(=[O:44])[CH:42]=[CH2:43]. The catalyst class is: 2. (3) Product: [Cl:1][C:2]1[CH:16]=[CH:15][CH:14]=[CH:13][C:3]=1[O:4][C:5]1[CH:6]=[C:7]([CH:10]=[CH:11][CH:12]=1)[CH2:8][NH2:9]. Reactant: [Cl:1][C:2]1[CH:16]=[CH:15][CH:14]=[CH:13][C:3]=1[O:4][C:5]1[CH:6]=[C:7]([CH:10]=[CH:11][CH:12]=1)[C:8]#[N:9].C1COCC1.[H-].[Al+3].[Li+].[H-].[H-].[H-].[OH-].[Na+]. The catalyst class is: 97. (4) Reactant: C(N(CC)CC)C.[NH2:8][C@@H:9]1[CH2:15][CH2:14][C@@H:13]([C:16]2[CH:21]=[CH:20][CH:19]=[C:18]([F:22])[C:17]=2[F:23])[CH2:12][N:11]([CH2:24][C:25]([F:28])([F:27])[F:26])[C:10]1=[O:29].Cl[C:31](OC1C=CC([N+]([O-])=O)=CC=1)=[O:32].Cl.Cl.[O:45]=[C:46]1[NH:54][C:49]2=[N:50][CH:51]=[CH:52][CH:53]=[C:48]2[N:47]1[CH:55]1[CH2:60][CH2:59][NH:58][CH2:57][CH2:56]1. Product: [F:23][C:17]1[C:18]([F:22])=[CH:19][CH:20]=[CH:21][C:16]=1[C@H:13]1[CH2:12][N:11]([CH2:24][C:25]([F:28])([F:26])[F:27])[C:10](=[O:29])[C@H:9]([NH:8][C:31]([N:58]2[CH2:59][CH2:60][CH:55]([N:47]3[C:48]4[C:49](=[N:50][CH:51]=[CH:52][CH:53]=4)[NH:54][C:46]3=[O:45])[CH2:56][CH2:57]2)=[O:32])[CH2:15][CH2:14]1. The catalyst class is: 217. (5) Reactant: [N:1]1[C:9]2[C:4](=[N:5][CH:6]=[CH:7][CH:8]=2)[NH:3][C:2]=1[C:10]([OH:12])=O.[ClH:13].Cl.[NH2:15][C@@H:16]1[CH:21]2[CH2:22][CH2:23][N:18]([CH2:19][CH2:20]2)[CH2:17]1.CCN(C(C)C)C(C)C.CN(C(ON1N=NC2C=CC=NC1=2)=[N+](C)C)C.F[P-](F)(F)(F)(F)F. Product: [ClH:13].[N:18]12[CH2:23][CH2:22][CH:21]([CH2:20][CH2:19]1)[C@@H:16]([NH:15][C:10]([C:2]1[NH:3][C:4]3=[N:5][CH:6]=[CH:7][CH:8]=[C:9]3[N:1]=1)=[O:12])[CH2:17]2. The catalyst class is: 85.